Dataset: HIV replication inhibition screening data with 41,000+ compounds from the AIDS Antiviral Screen. Task: Binary Classification. Given a drug SMILES string, predict its activity (active/inactive) in a high-throughput screening assay against a specified biological target. (1) The compound is O=C([O-])c1ccc2c(c1)C1=NC3=c4ccc(C(=O)[O-])cc4=C4N=C5c6cc(C(=O)[O-])ccc6C6=[N+]5[Fe-2]5([N+]1=C2N=C1c2cc(C(=O)[O-])ccc2C(=N6)[NH+]15)[NH+]34. The result is 0 (inactive). (2) The drug is C=CC(OCC)(OCC)OCC. The result is 0 (inactive). (3) The drug is CC1=[N+]2[N-]C(N3CC4CCC(CC4)C3)=[S+][Cu-2]2[n+]2nc(C)ccc21. The result is 0 (inactive). (4) The molecule is CC1CCN(C2=CC(=O)C(=O)c3cccnc32)CC1. The result is 0 (inactive). (5) The drug is CC1=CC(=O)CCC2(C)C(OC=O)CCC12. The result is 0 (inactive). (6) The drug is CCOS(=O)(=O)O.CC[N+]1(C)CSC(=S)N(C)C1. The result is 0 (inactive). (7) The result is 0 (inactive). The molecule is C=CCNC(=S)NC=C1C(=O)NC(=O)NC1=O.